This data is from Catalyst prediction with 721,799 reactions and 888 catalyst types from USPTO. The task is: Predict which catalyst facilitates the given reaction. (1) Reactant: Cl.[Cl:2][C:3]1[C:8]([Cl:9])=[CH:7][CH:6]=[CH:5][C:4]=1[NH:10][NH2:11].[O-]CC.[Na+].C(O[CH:19]=[C:20]([C:23]#[N:24])[C:21]#[N:22])C.O. Product: [NH2:24][C:23]1[N:10]([C:4]2[CH:5]=[CH:6][CH:7]=[C:8]([Cl:9])[C:3]=2[Cl:2])[N:11]=[CH:19][C:20]=1[C:21]#[N:22]. The catalyst class is: 8. (2) Reactant: Cl.[CH3:2][S:3]([C:6]1[CH:11]=[CH:10][C:9]([C:12]2[CH2:17][CH2:16][CH:15]([O:18][CH2:19][CH:20]3[CH2:25][CH2:24][NH:23][CH2:22][CH2:21]3)[CH2:14][CH:13]=2)=[CH:8][CH:7]=1)(=[O:5])=[O:4].[CH2:26]([N:28](CC)CC)C.N#CBr. Product: [CH3:2][S:3]([C:6]1[CH:11]=[CH:10][C:9]([C:12]2[CH2:17][CH2:16][CH:15]([O:18][CH2:19][CH:20]3[CH2:21][CH2:22][N:23]([C:26]#[N:28])[CH2:24][CH2:25]3)[CH2:14][CH:13]=2)=[CH:8][CH:7]=1)(=[O:5])=[O:4]. The catalyst class is: 4.